Dataset: Forward reaction prediction with 1.9M reactions from USPTO patents (1976-2016). Task: Predict the product of the given reaction. Given the reactants [NH2:1][C@H:2]1[CH2:6][CH2:5][N:4]([C@H:7]2[CH2:12][CH2:11][C@H:10]([O:13][C:14]3[CH:19]=[C:18]([N:20]4[C:24]5[CH:25]=[CH:26][CH:27]=[CH:28][C:23]=5[N:22]=[C:21]4[CH:29]([F:31])[F:30])[N:17]=[C:16]([N:32]4[CH2:37][CH2:36][O:35][CH2:34][CH2:33]4)[N:15]=3)[CH2:9][CH2:8]2)[C:3]1=[O:38].C(N(CC)CC)C.[CH3:46][O:47][C:48](Cl)=[O:49].C(=O)(O)[O-].[Na+], predict the reaction product. The product is: [CH3:46][O:47][C:48](=[O:49])[NH:1][C@H:2]1[CH2:6][CH2:5][N:4]([C@H:7]2[CH2:12][CH2:11][C@H:10]([O:13][C:14]3[CH:19]=[C:18]([N:20]4[C:24]5[CH:25]=[CH:26][CH:27]=[CH:28][C:23]=5[N:22]=[C:21]4[CH:29]([F:31])[F:30])[N:17]=[C:16]([N:32]4[CH2:33][CH2:34][O:35][CH2:36][CH2:37]4)[N:15]=3)[CH2:9][CH2:8]2)[C:3]1=[O:38].